Dataset: Reaction yield outcomes from USPTO patents with 853,638 reactions. Task: Predict the reaction yield, written as a fraction of the theoretical maximum amount of product (1.0 means a 100% yield; for example, 0.34 means a 34% yield). The reactants are [F:1][C:2]([F:34])([F:33])[C:3]1[CH:28]=[C:27]([C:29]([F:32])([F:31])[F:30])[CH:26]=[CH:25][C:4]=1[CH2:5][O:6][C:7]1[CH:15]=[CH:14][C:13](/[CH:16]=[C:17]2/[C:18]([NH:23][CH3:24])=[N:19][C:20](=[O:22])[S:21]/2)=[CH:12][C:8]=1[C:9](O)=[O:10].[NH4+].O[N:37]1C2C=CC=CC=2N=N1.Cl.C(N=C=NCCCN(C)C)C.O. The catalyst is CN(C)C=O. The product is [F:34][C:2]([F:33])([F:1])[C:3]1[CH:28]=[C:27]([C:29]([F:30])([F:32])[F:31])[CH:26]=[CH:25][C:4]=1[CH2:5][O:6][C:7]1[CH:15]=[CH:14][C:13](/[CH:16]=[C:17]2/[C:18]([NH:23][CH3:24])=[N:19][C:20](=[O:22])[S:21]/2)=[CH:12][C:8]=1[C:9]([NH2:37])=[O:10]. The yield is 0.590.